This data is from CYP1A2 inhibition data for predicting drug metabolism from PubChem BioAssay. The task is: Regression/Classification. Given a drug SMILES string, predict its absorption, distribution, metabolism, or excretion properties. Task type varies by dataset: regression for continuous measurements (e.g., permeability, clearance, half-life) or binary classification for categorical outcomes (e.g., BBB penetration, CYP inhibition). Dataset: cyp1a2_veith. (1) The drug is CCc1ncc(CO)n1Cc1cccc2ccccc12. The result is 0 (non-inhibitor). (2) The molecule is COc1ccc(S(=O)(=O)N2c3cc(C)ccc3OCC2C(C)(C)C)cc1. The result is 0 (non-inhibitor). (3) The compound is Cc1cc2c(nc1C)CCCCN2C[C@H](C)O/N=C1\[C@@H]2CCn3c(=O)n(-c4ccccc4)c(=O)n3[C@H]2[C@H](O)[C@H]2O[C@H]12. The result is 0 (non-inhibitor). (4) The drug is COc1ccc(CNC(=O)C2CSC(=O)C2)cc1. The result is 0 (non-inhibitor). (5) The compound is Cc1noc(C)c1-c1cc(NCc2ccccc2)ncn1. The result is 1 (inhibitor). (6) The compound is Cc1c([C@@H](C)[C@H]2NC[C@H](C)C[C@@H]2O)ccc2c1C[C@@H]1[C@H]2CC=C2C[C@@H](O)CC[C@@]21C. The result is 0 (non-inhibitor). (7) The molecule is O=C(c1ccncc1)N1CCC[C@@]2(CCN(C(c3ccccc3)c3ccccc3)C2)C1. The result is 1 (inhibitor). (8) The molecule is C/C(CCN1CCCc2nc(C)c(C)cc21)=N\O[C@@H](C)CN1CCCCc2nc(C)c(C)cc21. The result is 0 (non-inhibitor). (9) The drug is C[C@@]12CCC(=O)C=C1CC[C@@H]1[C@@H]2[C@H](O)C[C@]2(C)[C@@H]1CC[C@]2(O)C(=O)COC(=O)CCC(=O)[O-].[Na+]. The result is 0 (non-inhibitor).